This data is from Forward reaction prediction with 1.9M reactions from USPTO patents (1976-2016). The task is: Predict the product of the given reaction. (1) Given the reactants [C:1]([C:4]1[NH:5][CH:6]=[CH:7][CH:8]=1)(=[O:3])[CH3:2].[C:9](O[C:9]([O:11][C:12]([CH3:15])([CH3:14])[CH3:13])=[O:10])([O:11][C:12]([CH3:15])([CH3:14])[CH3:13])=[O:10], predict the reaction product. The product is: [C:1]([C:4]1[N:5]([C:9]([O:11][C:12]([CH3:15])([CH3:14])[CH3:13])=[O:10])[CH:6]=[CH:7][CH:8]=1)(=[O:3])[CH3:2]. (2) Given the reactants Br[C:2]1[N:6]([CH:7]([CH3:9])[CH3:8])[C:5]2[CH:10]([C:25]3[CH:30]=[CH:29][C:28]([Cl:31])=[CH:27][CH:26]=3)[N:11]([C:14]3[CH:15]=[C:16]([CH3:24])[C:17]4[N:18]([C:20]([CH3:23])=[N:21][N:22]=4)[CH:19]=3)[C:12](=[O:13])[C:4]=2[N:3]=1.[CH3:32][C:33]1([CH3:50])[CH2:38][C:37](B2OC(C)(C)C(C)(C)O2)=[CH:36][C:35]([CH3:49])([CH3:48])[NH:34]1, predict the reaction product. The product is: [Cl:31][C:28]1[CH:29]=[CH:30][C:25]([CH:10]2[C:5]3[N:6]([CH:7]([CH3:9])[CH3:8])[C:2]([C:37]4[CH2:36][C:35]([CH3:49])([CH3:48])[NH:34][C:33]([CH3:50])([CH3:32])[CH:38]=4)=[N:3][C:4]=3[C:12](=[O:13])[N:11]2[C:14]2[CH:15]=[C:16]([CH3:24])[C:17]3[N:18]([C:20]([CH3:23])=[N:21][N:22]=3)[CH:19]=2)=[CH:26][CH:27]=1.